Binary Classification. Given a miRNA mature sequence and a target amino acid sequence, predict their likelihood of interaction. From a dataset of Experimentally validated miRNA-target interactions with 360,000+ pairs, plus equal number of negative samples. (1) The miRNA is mmu-miR-217-5p with sequence UACUGCAUCAGGAACUGACUGGA. The protein sequence of the target gene is MKSSDIDQDLFTDSYCKVCSAQLISESQRVAHYESRKHASKVRLYYMLHPRDGGCPAKRLRAENGSDADMVDKNKCCTLCNMSFTSAVVADSHYQGKIHAKRLKLLLGEKPPLKTTAAPLSSLKAPRVDTAPVVASPYQRRDSDRYCGLCAAWFNNPLMAQQHYEGKKHKKNAARVALLEQLGTSLDLGELRGLRRTYRCTTCSVSLNSIEQYHAHLQGSKHQTNLKNK. Result: 0 (no interaction). (2) The miRNA is mmu-miR-212-5p with sequence ACCUUGGCUCUAGACUGCUUACU. Result: 0 (no interaction). The protein sequence of the target gene is MKPPAACAGDVVDAASPASTVNHLRWDLSAQQIRALTTQLIEQTKCVYDRVGAQNFEDVSYESTLKALADVEVTYTVQRNILDFPQHVSPCKDIRAASTEADKKLSEFDVEMSMRQDVYQRVVWLQEKTPKNSLKPEAARYLERLIKLGRRNGLHLPQDTQEKIKNIKKRLSLLCIDFNKNLNEDTTFLPFTREELGGLPEDFLSSLEKAEDGKLKVTLKYPHYFPLLKKCHVPETRRLLEEAFNCRCKEENCAILKELVSLRAQKSSLLGFHTHADYVLEMNMAKTSQTVATFLDELAQ....